This data is from CYP2C9 inhibition data for predicting drug metabolism from PubChem BioAssay. The task is: Regression/Classification. Given a drug SMILES string, predict its absorption, distribution, metabolism, or excretion properties. Task type varies by dataset: regression for continuous measurements (e.g., permeability, clearance, half-life) or binary classification for categorical outcomes (e.g., BBB penetration, CYP inhibition). Dataset: cyp2c9_veith. (1) The result is 0 (non-inhibitor). The molecule is COc1cc(CNCc2cccs2)ccc1OCC(=O)NC(C)(C)C.Cl. (2) The drug is COc1cccc([C@@H]2Oc3ccc(OC)cc3/C(=N/O[C@@H](C)c3cn([C@H]4COC[C@H]4O)nn3)[C@@H]2O)c1. The result is 0 (non-inhibitor). (3) The molecule is O=C(O)/C=C\C(=O)Nc1ccc2c(c1)-c1ccccc1C2. The result is 0 (non-inhibitor). (4) The drug is Cc1n[nH]c(C)c1N=Nc1cc(Cl)ccc1Cl. The result is 0 (non-inhibitor).